From a dataset of Forward reaction prediction with 1.9M reactions from USPTO patents (1976-2016). Predict the product of the given reaction. (1) Given the reactants [F:1][C:2]1[CH:7]=[CH:6][C:5]([C:8]2[O:9][C:10]3[CH:20]=[CH:19][C:18]([C:21]4[CH:22]=[C:23]([CH:27]=[CH:28][C:29]=4[CH3:30])[C:24](O)=[O:25])=[CH:17][C:11]=3[C:12]=2[C:13](=[O:16])[NH:14][CH3:15])=[CH:4][CH:3]=1.[CH3:31][C:32]1[CH:37]=[C:36]([CH3:38])[N:35]=[C:34]([C:39]2([NH2:42])[CH2:41][CH2:40]2)[N:33]=1.C1C=CC2N(O)N=NC=2C=1.CCN=C=NCCCN(C)C.Cl.C(N(C(C)C)CC)(C)C, predict the reaction product. The product is: [CH3:38][C:36]1[CH:37]=[C:32]([CH3:31])[N:33]=[C:34]([C:39]2([NH:42][C:24]([C:23]3[CH:27]=[CH:28][C:29]([CH3:30])=[C:21]([C:18]4[CH:19]=[CH:20][C:10]5[O:9][C:8]([C:5]6[CH:4]=[CH:3][C:2]([F:1])=[CH:7][CH:6]=6)=[C:12]([C:13]([NH:14][CH3:15])=[O:16])[C:11]=5[CH:17]=4)[CH:22]=3)=[O:25])[CH2:40][CH2:41]2)[N:35]=1. (2) Given the reactants [NH2:1][C:2]1[CH:3]=[C:4]([CH:7]=[CH:8][C:9]=1[CH:10]1[N:14]2[CH:15]=[N:16][CH:17]=[C:13]2[CH2:12][CH2:11]1)[C:5]#[N:6].CCN(CC)CC.[C:25](Cl)(=[O:29])[CH2:26][CH2:27][CH3:28], predict the reaction product. The product is: [C:5]([C:4]1[CH:7]=[CH:8][C:9]([CH:10]2[N:14]3[CH:15]=[N:16][CH:17]=[C:13]3[CH2:12][CH2:11]2)=[C:2]([NH:1][C:25](=[O:29])[CH2:26][CH2:27][CH3:28])[CH:3]=1)#[N:6]. (3) Given the reactants [C:1]([O:5][C:6]([C:8]1[CH:12]=[CH:11][N:10]([CH2:13][CH:14]([O:31]C(=O)C)[CH2:15][O:16][C:17]2[CH:22]=[CH:21][C:20]([CH2:23][CH2:24][CH2:25][CH2:26][CH2:27][CH2:28][CH2:29][CH3:30])=[CH:19][CH:18]=2)[CH:9]=1)=[O:7])([CH3:4])([CH3:3])[CH3:2].C[O-].[Na+], predict the reaction product. The product is: [C:1]([O:5][C:6]([C:8]1[CH:12]=[CH:11][N:10]([CH2:13][CH:14]([OH:31])[CH2:15][O:16][C:17]2[CH:18]=[CH:19][C:20]([CH2:23][CH2:24][CH2:25][CH2:26][CH2:27][CH2:28][CH2:29][CH3:30])=[CH:21][CH:22]=2)[CH:9]=1)=[O:7])([CH3:4])([CH3:3])[CH3:2]. (4) Given the reactants [N+:1]([C:4]1[CH:12]=[CH:11][CH:10]=[C:9]2[C:5]=1[CH:6]=[CH:7][NH:8]2)([O-:3])=[O:2].[O:13](C(OC(C)(C)C)=O)[C:14]([O:16][C:17]([CH3:20])([CH3:19])[CH3:18])=O, predict the reaction product. The product is: [C:17]([O:16][C:14]([N:8]1[C:9]2[C:5](=[C:4]([N+:1]([O-:3])=[O:2])[CH:12]=[CH:11][CH:10]=2)[CH:6]=[CH:7]1)=[O:13])([CH3:20])([CH3:19])[CH3:18]. (5) Given the reactants CO[C:3]1[C:4]([O:22][CH:23]2[CH2:28][CH2:27][N:26]([C:29]([O:31][CH:32]([CH3:34])[CH3:33])=[O:30])[CH2:25][CH2:24]2)=[N:5][CH:6]=[N:7][C:8]=1[N:9]1[C:17]2[C:12](=[CH:13][C:14]([S:18]([CH3:21])(=O)=O)=[CH:15][CH:16]=2)[CH2:11][CH2:10]1.Cl[C:36]1N=CN=C(OC2CCN(C(OC(C)C)=O)CC2)C=1C.CSC1C=C2C(=CC=1)NCC2, predict the reaction product. The product is: [CH3:36][C:3]1[C:4]([O:22][CH:23]2[CH2:24][CH2:25][N:26]([C:29]([O:31][CH:32]([CH3:33])[CH3:34])=[O:30])[CH2:27][CH2:28]2)=[N:5][CH:6]=[N:7][C:8]=1[N:9]1[C:17]2[C:12](=[CH:13][C:14]([S:18][CH3:21])=[CH:15][CH:16]=2)[CH2:11][CH2:10]1. (6) Given the reactants C1(C[O:8][C:9]2[CH:10]=[C:11]([CH:16]=[C:17]([O:19][C@H:20]3[CH2:24][CH2:23][O:22][CH2:21]3)[CH:18]=2)[C:12]([O:14][CH3:15])=[O:13])C=CC=CC=1, predict the reaction product. The product is: [OH:8][C:9]1[CH:10]=[C:11]([CH:16]=[C:17]([O:19][C@H:20]2[CH2:24][CH2:23][O:22][CH2:21]2)[CH:18]=1)[C:12]([O:14][CH3:15])=[O:13]. (7) Given the reactants [Cl:1][C:2]1[CH:7]=[CH:6][C:5]([OH:8])=[CH:4][C:3]=1[NH:9][C:10](=[O:26])[CH:11]([CH2:15][C:16]1[CH:21]=[CH:20][C:19]([S:22]([CH3:25])(=[O:24])=[O:23])=[CH:18][CH:17]=1)[C:12](=O)[CH3:13].CS(O)(=O)=O, predict the reaction product. The product is: [Cl:1][C:2]1[CH:7]=[CH:6][C:5]([OH:8])=[C:4]2[C:3]=1[NH:9][C:10](=[O:26])[C:11]([CH2:15][C:16]1[CH:17]=[CH:18][C:19]([S:22]([CH3:25])(=[O:24])=[O:23])=[CH:20][CH:21]=1)=[C:12]2[CH3:13].